From a dataset of Forward reaction prediction with 1.9M reactions from USPTO patents (1976-2016). Predict the product of the given reaction. (1) Given the reactants [O:1]1[CH2:6][CH2:5][CH2:4][CH2:3][CH:2]1[CH2:7]O.[Cl:9][C:10]1[CH:18]=[CH:17][CH:16]=[C:15]2[C:11]=1[C:12]([C:19]([NH:21][CH2:22][CH:23]1[CH2:28][CH2:27][C:26]([F:30])([F:29])[CH2:25][CH2:24]1)=[O:20])=[CH:13][NH:14]2.C(C=P(CCCC)(CCCC)CCCC)#N, predict the reaction product. The product is: [Cl:9][C:10]1[CH:18]=[CH:17][CH:16]=[C:15]2[C:11]=1[C:12]([C:19]([NH:21][CH2:22][CH:23]1[CH2:28][CH2:27][C:26]([F:29])([F:30])[CH2:25][CH2:24]1)=[O:20])=[CH:13][N:14]2[CH2:7][CH:2]1[CH2:3][CH2:4][CH2:5][CH2:6][O:1]1. (2) The product is: [CH2:32]([O:31][C:29]([N:16]1[CH2:17][CH2:18][N:19]([S:20]([C:23]2[CH:24]=[CH:25][CH:26]=[CH:27][CH:28]=2)(=[O:22])=[O:21])[C@@H:14]([CH2:13][CH2:12][CH:7]2[CH2:8][C:9](=[CH2:11])[CH2:10][CH:6]2[C:4]([OH:5])=[O:3])[CH2:15]1)=[O:30])[C:33]1[CH:38]=[CH:37][CH:36]=[CH:35][CH:34]=1. Given the reactants C([O:3][C:4]([CH:6]1[CH2:10][C:9](=[CH2:11])[CH2:8][CH:7]1[CH2:12][CH2:13][C@@H:14]1[N:19]([S:20]([C:23]2[CH:28]=[CH:27][CH:26]=[CH:25][CH:24]=2)(=[O:22])=[O:21])[CH2:18][CH2:17][N:16]([C:29]([O:31][CH2:32][C:33]2[CH:38]=[CH:37][CH:36]=[CH:35][CH:34]=2)=[O:30])[CH2:15]1)=[O:5])C.[OH-].[Na+], predict the reaction product. (3) Given the reactants [Br:1][C:2]1[CH:3]=[C:4]([CH:8]=[C:9]([N+:11]([O-:13])=[O:12])[CH:10]=1)[C:5](Cl)=[O:6].[F:14][C:15]1[CH:20]=[CH:19][CH:18]=[CH:17][CH:16]=1.[Al+3].[Cl-].[Cl-].[Cl-], predict the reaction product. The product is: [Br:1][C:2]1[CH:3]=[C:4]([C:5]([C:18]2[CH:19]=[CH:20][C:15]([F:14])=[CH:16][CH:17]=2)=[O:6])[CH:8]=[C:9]([N+:11]([O-:13])=[O:12])[CH:10]=1.